From a dataset of Reaction yield outcomes from USPTO patents with 853,638 reactions. Predict the reaction yield, written as a fraction of the theoretical maximum amount of product (1.0 means a 100% yield; for example, 0.34 means a 34% yield). (1) The reactants are [CH3:1][N:2]1[C:7](=[O:8])[C:6]([NH:9][C:10]2[CH:19]=[C:13]3[CH2:14][N:15]([CH3:18])[CH2:16][CH2:17][N:12]3[N:11]=2)=[CH:5][C:4]([C:20]2[C:25]([CH:26]=[O:27])=[C:24]([N:28]3[C:40](=[O:41])[C:32]4[CH:33]=[C:34]5[N:39]([C:31]=4[CH:30]=[N:29]3)[CH2:38][CH2:37][CH2:36][CH2:35]5)[N:23]=[CH:22][CH:21]=2)=[CH:3]1.[BH4-].[Na+]. The catalyst is CO. The product is [OH:27][CH2:26][C:25]1[C:24]([N:28]2[C:40](=[O:41])[C:32]3[CH:33]=[C:34]4[N:39]([C:31]=3[CH:30]=[N:29]2)[CH2:38][CH2:37][CH2:36][CH2:35]4)=[N:23][CH:22]=[CH:21][C:20]=1[C:4]1[CH:5]=[C:6]([NH:9][C:10]2[CH:19]=[C:13]3[CH2:14][N:15]([CH3:18])[CH2:16][CH2:17][N:12]3[N:11]=2)[C:7](=[O:8])[N:2]([CH3:1])[CH:3]=1. The yield is 0.750. (2) The reactants are [NH2:1][C:2]1[CH:7]=[C:6]([Cl:8])[CH:5]=[CH:4][C:3]=1[SH:9].[Br:10][C:11]1[CH:12]=[C:13]([CH:16]=[C:17]([Br:20])[C:18]=1[OH:19])[CH:14]=O. The catalyst is CN(C=O)C. The product is [Br:10][C:11]1[CH:12]=[C:13]([C:14]2[S:9][C:3]3[CH:4]=[CH:5][C:6]([Cl:8])=[CH:7][C:2]=3[N:1]=2)[CH:16]=[C:17]([Br:20])[C:18]=1[OH:19]. The yield is 0.181. (3) The reactants are [C:1]([C:5]1[C:6]2[CH:12]([C:13]3[CH:18]=[CH:17][CH:16]=[CH:15][C:14]=3[O:19][CH3:20])[N:11]([C:21]3[CH:26]=[CH:25][C:24]([C:27]4[O:31][N:30]=[C:29]([C:32](O)=[O:33])[CH:28]=4)=[CH:23][CH:22]=3)[C:10](=[O:35])[C:7]=2[NH:8][N:9]=1)([CH3:4])([CH3:3])[CH3:2].C(N(CC)CC)C.C(Cl)(=O)OCC.[BH4-].[Na+]. The catalyst is O.CO.C1COCC1. The product is [C:1]([C:5]1[C:6]2[CH:12]([C:13]3[CH:18]=[CH:17][CH:16]=[CH:15][C:14]=3[O:19][CH3:20])[N:11]([C:21]3[CH:26]=[CH:25][C:24]([C:27]4[O:31][N:30]=[C:29]([CH2:32][OH:33])[CH:28]=4)=[CH:23][CH:22]=3)[C:10](=[O:35])[C:7]=2[NH:8][N:9]=1)([CH3:4])([CH3:2])[CH3:3]. The yield is 0.880. (4) The reactants are C([Li])CCC.[C:6](#[N:8])[CH3:7].F[C:10]1[C:15]([I:16])=[CH:14][CH:13]=[CH:12][N:11]=1.CCOC(C)=O.CCCCCC. The catalyst is C1COCC1. The product is [I:16][C:15]1[C:10]([CH2:7][C:6]#[N:8])=[N:11][CH:12]=[CH:13][CH:14]=1. The yield is 0.330. (5) The reactants are [O:1]1[C:10]2[C:5](=[N:6][CH:7]=[CH:8][CH:9]=2)[C:4](=O)[CH2:3][CH2:2]1.[CH3:12][NH2:13].C(O)(=O)C.C(O[BH-](OC(=O)C)OC(=O)C)(=O)C.[Na+]. The catalyst is ClCCCl. The product is [CH3:12][NH:13][CH:4]1[C:5]2=[N:6][CH:7]=[CH:8][CH:9]=[C:10]2[O:1][CH2:2][CH2:3]1. The yield is 0.210. (6) The reactants are Cl.CC1(C)[O:7][CH:6]([CH2:8][N:9]2[C:18]3[C:13](=[CH:14][CH:15]=[CH:16][CH:17]=3)[CH2:12][CH:11]([NH:19][C:20]([C:22]3[NH:26][C:25]4[S:27][C:28]([Cl:30])=[CH:29][C:24]=4[CH:23]=3)=[O:21])[C:10]2=[O:31])[CH2:5][O:4]1. The catalyst is C1COCC1. The product is [Cl:30][C:28]1[S:27][C:25]2[NH:26][C:22]([C:20]([NH:19][CH:11]3[CH2:12][C:13]4[C:18](=[CH:17][CH:16]=[CH:15][CH:14]=4)[N:9]([CH2:8][CH:6]([OH:7])[CH2:5][OH:4])[C:10]3=[O:31])=[O:21])=[CH:23][C:24]=2[CH:29]=1. The yield is 0.830. (7) The reactants are N12CCCN=C1CCCCC2.CS(O[CH:17]1[CH2:23][CH:22]2[N:24]([C:25]([O:27][C:28]([CH3:31])([CH3:30])[CH3:29])=[O:26])[CH:19]([CH2:20][CH2:21]2)[CH:18]1[C:32]([O:34][CH3:35])=[O:33])(=O)=O. The catalyst is CN(C=O)C. The product is [CH:19]12[N:24]([C:25]([O:27][C:28]([CH3:29])([CH3:30])[CH3:31])=[O:26])[CH:22]([CH2:21][CH2:20]1)[CH2:23][CH:17]=[C:18]2[C:32]([O:34][CH3:35])=[O:33]. The yield is 0.640. (8) The reactants are [N:1]1([C:6]2[CH:11]=[CH:10][C:9]([C:12]3[N:16]([C:17]4[CH:22]=[CH:21][C:20]([CH2:23][NH2:24])=[CH:19][C:18]=4[CH3:25])[C:15]([CH2:26][CH2:27][C:28]([O:30]CC)=[O:29])=[CH:14][CH:13]=3)=[CH:8][CH:7]=2)[CH:5]=[CH:4][N:3]=[CH:2]1.O.[OH-].[Li+]. The catalyst is C1COCC1.O. The product is [N:1]1([C:6]2[CH:7]=[CH:8][C:9]([C:12]3[N:16]([C:17]4[CH:22]=[CH:21][C:20]([CH2:23][NH2:24])=[CH:19][C:18]=4[CH3:25])[C:15]([CH2:26][CH2:27][C:28]([OH:30])=[O:29])=[CH:14][CH:13]=3)=[CH:10][CH:11]=2)[CH:5]=[CH:4][N:3]=[CH:2]1. The yield is 0.740. (9) The product is [CH3:1][C:2]1[CH:3]=[C:4]([CH:21]=[C:22]([CH3:33])[C:23]=1[N:24]1[CH:28]=[C:27]([C:29]([F:30])([F:32])[F:31])[CH:26]=[N:25]1)[O:5][CH:6]([C:10]1[CH:11]=[CH:12][C:13]([C:14]([OH:16])=[O:15])=[CH:19][CH:20]=1)[CH2:7][CH2:8][CH3:9]. The yield is 0.950. The catalyst is CO. The reactants are [CH3:1][C:2]1[CH:3]=[C:4]([CH:21]=[C:22]([CH3:33])[C:23]=1[N:24]1[CH:28]=[C:27]([C:29]([F:32])([F:31])[F:30])[CH:26]=[N:25]1)[O:5][CH:6]([C:10]1[CH:20]=[CH:19][C:13]([C:14]([O:16]CC)=[O:15])=[CH:12][CH:11]=1)[CH2:7][CH2:8][CH3:9].O.O1CCCC1.O.[OH-].[Li+]. (10) The reactants are [OH:1][C:2]([CH3:7])([CH3:6])[C:3](O)=[O:4].[CH2:8]([C:10]1[N:14]([C:15]2[N:23]=[C:22]3[C:18]([N:19]=[C:20]([C:25]4([O:31][CH3:32])[CH2:30][CH2:29][NH:28][CH2:27][CH2:26]4)[N:21]3[CH3:24])=[C:17]([N:33]3[CH2:38][CH2:37][O:36][CH2:35][CH2:34]3)[N:16]=2)[C:13]2[CH:39]=[CH:40][CH:41]=[CH:42][C:12]=2[N:11]=1)[CH3:9].C1C=CC2N(O)N=NC=2C=1.CN1CCOCC1.CCN=C=NCCCN(C)C. The catalyst is C1COCC1. The product is [CH2:8]([C:10]1[N:14]([C:15]2[N:23]=[C:22]3[C:18]([N:19]=[C:20]([C:25]4([O:31][CH3:32])[CH2:30][CH2:29][N:28]([C:3](=[O:4])[C:2]([OH:1])([CH3:7])[CH3:6])[CH2:27][CH2:26]4)[N:21]3[CH3:24])=[C:17]([N:33]3[CH2:34][CH2:35][O:36][CH2:37][CH2:38]3)[N:16]=2)[C:13]2[CH:39]=[CH:40][CH:41]=[CH:42][C:12]=2[N:11]=1)[CH3:9]. The yield is 0.630.